From a dataset of Forward reaction prediction with 1.9M reactions from USPTO patents (1976-2016). Predict the product of the given reaction. (1) Given the reactants [CH3:1][NH:2][C:3]([C:5]1[CH:10]=[C:9]([O:11][C:12]2[CH:17]=[CH:16][C:15]([CH:18]=[O:19])=[CH:14][C:13]=2[CH3:20])[CH:8]=[CH:7][N:6]=1)=[O:4].[BH4-].[Na+], predict the reaction product. The product is: [CH3:1][NH:2][C:3]([C:5]1[CH:10]=[C:9]([O:11][C:12]2[CH:17]=[CH:16][C:15]([CH2:18][OH:19])=[CH:14][C:13]=2[CH3:20])[CH:8]=[CH:7][N:6]=1)=[O:4]. (2) The product is: [CH3:1][C:2]1[S:6][C:5]([C@@H:7]2[CH2:12][CH2:11][C@@H:10]([CH3:13])[N:9]([C:59](=[O:60])[C:58]3[CH:62]=[CH:63][CH:64]=[CH:65][C:57]=3[C:52]3[N:51]=[CH:56][CH:55]=[CH:54][N:53]=3)[CH2:8]2)=[N:4][C:3]=1[C:14]([O:16][CH3:17])=[O:15]. Given the reactants [CH3:1][C:2]1[S:6][C:5]([C@@H:7]2[CH2:12][CH2:11][C@@H:10]([CH3:13])[NH:9][CH2:8]2)=[N:4][C:3]=1[C:14]([O:16][CH3:17])=[O:15].CN(C(ON1N=NC2C=CC=NC1=2)=[N+](C)C)C.F[P-](F)(F)(F)(F)F.CCN(C(C)C)C(C)C.[N:51]1[CH:56]=[CH:55][CH:54]=[N:53][C:52]=1[C:57]1[CH:65]=[CH:64][CH:63]=[CH:62][C:58]=1[C:59](O)=[O:60], predict the reaction product. (3) Given the reactants CC(OI1(OC(C)=O)(OC(C)=O)OC(=O)C2C=CC=CC1=2)=O.[CH3:23][O:24][C:25](=[O:50])[C:26]1[C:31]([NH:32][CH:33]([CH2:37][CH3:38])[CH:34]([OH:36])[CH3:35])=[CH:30][C:29]([CH3:39])=[N:28][C:27]=1[O:40][C:41]1[C:46]([CH3:47])=[CH:45][C:44]([Cl:48])=[CH:43][C:42]=1[CH3:49], predict the reaction product. The product is: [CH3:23][O:24][C:25](=[O:50])[C:26]1[C:31]([NH:32][CH:33]([CH2:37][CH3:38])[C:34](=[O:36])[CH3:35])=[CH:30][C:29]([CH3:39])=[N:28][C:27]=1[O:40][C:41]1[C:46]([CH3:47])=[CH:45][C:44]([Cl:48])=[CH:43][C:42]=1[CH3:49]. (4) Given the reactants C[O:2][C:3](=[O:34])[CH2:4][NH:5][C:6]([C:8]1[S:9][C:10]([C:14]([CH2:32][CH3:33])([C:17]2[CH:22]=[CH:21][C:20]([O:23][CH2:24][C:25]([CH2:29][CH3:30])([OH:28])[CH2:26][CH3:27])=[C:19]([CH3:31])[CH:18]=2)[CH2:15][CH3:16])=[CH:11][C:12]=1[CH3:13])=[O:7].[OH-].[Na+].Cl, predict the reaction product. The product is: [CH2:15]([C:14]([C:10]1[S:9][C:8]([C:6]([NH:5][CH2:4][C:3]([OH:34])=[O:2])=[O:7])=[C:12]([CH3:13])[CH:11]=1)([C:17]1[CH:22]=[CH:21][C:20]([O:23][CH2:24][C:25]([CH2:26][CH3:27])([OH:28])[CH2:29][CH3:30])=[C:19]([CH3:31])[CH:18]=1)[CH2:32][CH3:33])[CH3:16].